This data is from Experimentally validated miRNA-target interactions with 360,000+ pairs, plus equal number of negative samples. The task is: Binary Classification. Given a miRNA mature sequence and a target amino acid sequence, predict their likelihood of interaction. (1) The miRNA is hsa-miR-657 with sequence GGCAGGUUCUCACCCUCUCUAGG. The protein sequence of the target gene is MLRVLCLLRPWRPLRARGCASDGAAGGSEIQVRALAGPDQGITEILMNRPSARNALGNVFVSELLETLAQLREDRQVRVLLFRSGVKGVFCAGADLKEREQMSEAEVGVFVQRLRGLMNDIAAFPAPTIAAMDGFALGGGLELALACDLRVAASSAVMGLIETTRGLLPGAGGTQRLPRCLGVALAKELIFTGRRLSGTEAHVLGLVNHAVAQNEEGDAAYQRARALAQEILPQAPIAVRLGKVAIDRGTEVDIASGMAIEGMCYAQNIPTRDRLEGMAAFREKRTPKFVGK. Result: 0 (no interaction). (2) The miRNA is mmu-miR-27b-3p with sequence UUCACAGUGGCUAAGUUCUGC. The protein sequence of the target gene is MKPLEKFLKKQTSQLAGRAVTGGPGGGPGCCGGPGGGGGPGGGGGPAGGLRPLQRRQSVSRLLLPAFLREPPTEPGLEPPVEEEGGEPLGVSEEPGSGGPCWLQLEEVPGPGPIGSGVPLRSPSSYSSDELSPGEPLASPPWAPLGAPERPEHLLNRVLERLAGGTTRDSSASDILLDDIVLTHSLFLPTEKFLQELHQYFVQSRNVEGPEGLGRKQACLALLLHFLDTYQGLLQEEEGAGHIIKELYLLIMKDESLYQDLREDTLRLHQLVETVELKIPEESQPPSKQVKPLFRHFRRI.... Result: 0 (no interaction). (3) The miRNA is mmu-miR-503-5p with sequence UAGCAGCGGGAACAGUACUGCAG. The protein sequence of the target gene is MERPLTVLQVSLYHPTQGPVAFAHVPQQLQHDASRLLVGRGQNTHLQLQLPQLSRYHLSLEPYLEKGSSLLAFCLKVLTRKSCVWVNGLPLRYLEQVPLGTINRISFSGIQMLVRKEGGASLETFVCYFHLSPSPLIYRPKAQETDE. Result: 1 (interaction).